From a dataset of Catalyst prediction with 721,799 reactions and 888 catalyst types from USPTO. Predict which catalyst facilitates the given reaction. Product: [Cl:1][C:2]1[CH:3]=[C:4]([CH:8]=[CH:9][C:10]=1[O:11][CH:12]([F:14])[F:13])[C:5]([Cl:18])=[O:6]. Reactant: [Cl:1][C:2]1[CH:3]=[C:4]([CH:8]=[CH:9][C:10]=1[O:11][CH:12]([F:14])[F:13])[C:5](O)=[O:6].C(Cl)(=O)C([Cl:18])=O.CN(C)C=O. The catalyst class is: 4.